Dataset: Catalyst prediction with 721,799 reactions and 888 catalyst types from USPTO. Task: Predict which catalyst facilitates the given reaction. (1) Reactant: Br[C:2]1[CH:23]=[CH:22][C:5]2[C:6]3[N:7]=[C:8]([C:14]4[N:15]([CH:19]([CH3:21])[CH3:20])[N:16]=[CH:17][N:18]=4)[S:9][C:10]=3[CH2:11][CH2:12][O:13][C:4]=2[CH:3]=1.[OH-:24].[K+].C(P(C(C)(C)C)C1C(C)=C(C)C(C)=C(C)C=1C1C(C(C)C)=CC(C(C)C)=CC=1C(C)C)(C)(C)C.O. Product: [CH:19]([N:15]1[C:14]([C:8]2[S:9][C:10]3[CH2:11][CH2:12][O:13][C:4]4[CH:3]=[C:2]([OH:24])[CH:23]=[CH:22][C:5]=4[C:6]=3[N:7]=2)=[N:18][CH:17]=[N:16]1)([CH3:21])[CH3:20]. The catalyst class is: 62. (2) Reactant: [Cl:1][C:2]1[CH:3]=[C:4]([CH:8]=[CH:9][C:10]=1[F:11])[C:5](Cl)=[O:6].[NH2:12][C:13]1[S:14][CH:15]=[C:16]([C:18]([NH:20][CH:21]2[CH2:26][CH2:25][N:24]([CH2:27][C:28]3[CH:33]=[CH:32][CH:31]=[CH:30][CH:29]=3)[CH2:23][CH2:22]2)=[O:19])[N:17]=1.C(N(C(C)C)CC)(C)C. Product: [CH2:27]([N:24]1[CH2:25][CH2:26][CH:21]([NH:20][C:18]([C:16]2[N:17]=[C:13]([NH:12][C:5](=[O:6])[C:4]3[CH:8]=[CH:9][C:10]([F:11])=[C:2]([Cl:1])[CH:3]=3)[S:14][CH:15]=2)=[O:19])[CH2:22][CH2:23]1)[C:28]1[CH:33]=[CH:32][CH:31]=[CH:30][CH:29]=1. The catalyst class is: 12. (3) The catalyst class is: 6. Reactant: [F:1][C:2]([F:25])([C:19]1[CH:24]=[CH:23][CH:22]=[CH:21][CH:20]=1)[CH2:3][NH:4][C:5]1[C:6](=[O:18])[N:7]([CH2:12][C:13]([O:15]CC)=[O:14])[C:8]([CH3:11])=[CH:9][N:10]=1.C(O)C.[OH-].[Na+]. Product: [F:25][C:2]([F:1])([C:19]1[CH:24]=[CH:23][CH:22]=[CH:21][CH:20]=1)[CH2:3][NH:4][C:5]1[C:6](=[O:18])[N:7]([CH2:12][C:13]([OH:15])=[O:14])[C:8]([CH3:11])=[CH:9][N:10]=1. (4) Reactant: Br[CH2:2][C:3]1[CH:18]=[CH:17][C:6]([C:7]([O:9][CH2:10][C:11]2[CH:16]=[CH:15][CH:14]=[CH:13][CH:12]=2)=[O:8])=[CH:5][C:4]=1[N+:19]([O-:21])=[O:20].C1(P(C2C=CC=CC=2)C2C=CC=CC=2)C=CC=CC=1.[CH:41]([C:43]1[C:48]([CH3:49])=[CH:47][C:46](/[CH:50]=[CH:51]/[C:52]([O:54][CH3:55])=[O:53])=[CH:45][C:44]=1[CH3:56])=O.C(=O)([O-])[O-].[K+].[K+]. Product: [CH3:55][O:54][C:52](/[CH:51]=[CH:50]/[C:46]1[CH:45]=[C:44]([CH3:56])[C:43](/[CH:41]=[CH:2]/[C:3]2[CH:18]=[CH:17][C:6]([C:7]([O:9][CH2:10][C:11]3[CH:16]=[CH:15][CH:14]=[CH:13][CH:12]=3)=[O:8])=[CH:5][C:4]=2[N+:19]([O-:21])=[O:20])=[C:48]([CH3:49])[CH:47]=1)=[O:53]. The catalyst class is: 39. (5) Reactant: [CH2:1]([C:3]1[CH:8]=[C:7]([CH3:9])[CH:6]=[C:5]([CH2:10][CH3:11])[C:4]=1[CH:12]1[C:19](=[O:20])[CH:18]2[CH:14]([CH2:15][C:16](=O)[CH2:17]2)[C:13]1=[O:22])[CH3:2].[C:23](#[N:27])[CH2:24][C:25]#[N:26].C([O-])(=O)C.[NH4+].C(O)(=O)C. Product: [CH2:1]([C:3]1[CH:8]=[C:7]([CH3:9])[CH:6]=[C:5]([CH2:10][CH3:11])[C:4]=1[CH:12]1[C:19](=[O:20])[CH:18]2[CH:14]([CH2:15][C:16](=[C:24]([C:23]#[N:27])[C:25]#[N:26])[CH2:17]2)[C:13]1=[O:22])[CH3:2]. The catalyst class is: 11.